This data is from HIV replication inhibition screening data with 41,000+ compounds from the AIDS Antiviral Screen. The task is: Binary Classification. Given a drug SMILES string, predict its activity (active/inactive) in a high-throughput screening assay against a specified biological target. (1) The compound is O=S(=O)(O)c1cc(N=Nc2cc(S(=O)(=O)O)c3cccnc3c2O)ccc1C=Cc1ccc(N=Nc2cc(S(=O)(=O)O)c3cccnc3c2O)cc1S(=O)(=O)O.[Cu].[NaH]. The result is 1 (active). (2) The molecule is c1cnc2nc3c4ccccc4c4ccccc4c3nc2c1. The result is 0 (inactive). (3) The molecule is CCOP(=O)(OCC)C(C#N)=Cc1nccn1C. The result is 0 (inactive).